Dataset: Forward reaction prediction with 1.9M reactions from USPTO patents (1976-2016). Task: Predict the product of the given reaction. Given the reactants [NH2:1][C:2]1[CH:3]=[CH:4][C:5]2[C:11]([CH3:13])([CH3:12])[CH2:10][CH2:9][C:8](=[O:14])[N:7]([CH2:15][CH3:16])[C:6]=2[CH:17]=1.[CH3:18][NH:19][C:20]([C:22]1[S:23][CH:24]=[CH:25][C:26]=1[NH:27][C:28]1[C:33]([Cl:34])=[CH:32][N:31]=[C:30](Cl)[N:29]=1)=[O:21], predict the reaction product. The product is: [CH3:18][NH:19][C:20]([C:22]1[S:23][CH:24]=[CH:25][C:26]=1[NH:27][C:28]1[C:33]([Cl:34])=[CH:32][N:31]=[C:30]([NH:1][C:2]2[CH:3]=[CH:4][C:5]3[C:11]([CH3:12])([CH3:13])[CH2:10][CH2:9][C:8](=[O:14])[N:7]([CH2:15][CH3:16])[C:6]=3[CH:17]=2)[N:29]=1)=[O:21].